This data is from Forward reaction prediction with 1.9M reactions from USPTO patents (1976-2016). The task is: Predict the product of the given reaction. (1) The product is: [OH:30][CH2:29][CH2:28][NH:27][C:20]([C:7]1[C:8]2[CH2:9][CH2:10][CH:11]([C:14]3[CH:15]=[CH:16][CH:17]=[CH:18][CH:19]=3)[NH:12][C:13]=2[C:4]2[N:3]=[C:2]([CH3:1])[N:25]([CH3:26])[C:5]=2[CH:6]=1)=[O:21]. Given the reactants [CH3:1][C:2]1[N:25]([CH3:26])[C:5]2[CH:6]=[C:7]([C:20](OCC)=[O:21])[C:8]3[CH2:9][CH2:10][CH:11]([C:14]4[CH:19]=[CH:18][CH:17]=[CH:16][CH:15]=4)[NH:12][C:13]=3[C:4]=2[N:3]=1.[NH2:27][CH2:28][CH2:29][OH:30], predict the reaction product. (2) Given the reactants [OH:1][C:2]1[CH:7]=[CH:6][C:5](B(O)O)=[CH:4][CH:3]=1.Br[C:12]1[CH:17]=[CH:16][C:15]([Cl:18])=[CH:14][N:13]=1.C([O-])([O-])=O.[Na+].[Na+], predict the reaction product. The product is: [Cl:18][C:15]1[CH:16]=[CH:17][C:12]([C:5]2[CH:6]=[CH:7][C:2]([OH:1])=[CH:3][CH:4]=2)=[N:13][CH:14]=1. (3) Given the reactants [F:1][C:2]1[CH:7]=[CH:6][C:5]([N:8]2[C:13](=[O:14])[C:12]([O:15]S(C3C=CC(C)=CC=3)(=O)=O)=[C:11]([C:26]3[CH:31]=[CH:30][C:29]([S:32]([CH3:35])(=[O:34])=[O:33])=[CH:28][CH:27]=3)[CH:10]=[N:9]2)=[CH:4][CH:3]=1.N, predict the reaction product. The product is: [F:1][C:2]1[CH:3]=[CH:4][C:5]([N:8]2[C:13](=[O:14])[C:12]([O:15][CH2:13][CH2:12][CH:11]([CH3:26])[CH3:10])=[C:11]([C:26]3[CH:27]=[CH:28][C:29]([S:32]([CH3:35])(=[O:34])=[O:33])=[CH:30][CH:31]=3)[CH:10]=[N:9]2)=[CH:6][CH:7]=1.